This data is from NCI-60 drug combinations with 297,098 pairs across 59 cell lines. The task is: Regression. Given two drug SMILES strings and cell line genomic features, predict the synergy score measuring deviation from expected non-interaction effect. (1) Drug 1: CC1=C(C(=CC=C1)Cl)NC(=O)C2=CN=C(S2)NC3=CC(=NC(=N3)C)N4CCN(CC4)CCO. Drug 2: CC1CCC2CC(C(=CC=CC=CC(CC(C(=O)C(C(C(=CC(C(=O)CC(OC(=O)C3CCCCN3C(=O)C(=O)C1(O2)O)C(C)CC4CCC(C(C4)OC)OCCO)C)C)O)OC)C)C)C)OC. Cell line: RXF 393. Synergy scores: CSS=5.75, Synergy_ZIP=1.88, Synergy_Bliss=1.64, Synergy_Loewe=-18.0, Synergy_HSA=-5.48. (2) Drug 2: N.N.Cl[Pt+2]Cl. Drug 1: C1CCC(CC1)NC(=O)N(CCCl)N=O. Cell line: K-562. Synergy scores: CSS=26.9, Synergy_ZIP=-4.53, Synergy_Bliss=-2.84, Synergy_Loewe=-5.50, Synergy_HSA=-2.69.